Dataset: NCI-60 drug combinations with 297,098 pairs across 59 cell lines. Task: Regression. Given two drug SMILES strings and cell line genomic features, predict the synergy score measuring deviation from expected non-interaction effect. (1) Cell line: OVCAR3. Drug 2: CC1CCC2CC(C(=CC=CC=CC(CC(C(=O)C(C(C(=CC(C(=O)CC(OC(=O)C3CCCCN3C(=O)C(=O)C1(O2)O)C(C)CC4CCC(C(C4)OC)OCCO)C)C)O)OC)C)C)C)OC. Drug 1: CC12CCC(CC1=CCC3C2CCC4(C3CC=C4C5=CN=CC=C5)C)O. Synergy scores: CSS=26.3, Synergy_ZIP=-5.72, Synergy_Bliss=-2.51, Synergy_Loewe=-3.44, Synergy_HSA=-0.245. (2) Drug 1: C1CCC(C1)C(CC#N)N2C=C(C=N2)C3=C4C=CNC4=NC=N3. Drug 2: CCN(CC)CCNC(=O)C1=C(NC(=C1C)C=C2C3=C(C=CC(=C3)F)NC2=O)C. Cell line: ACHN. Synergy scores: CSS=9.86, Synergy_ZIP=-1.48, Synergy_Bliss=4.30, Synergy_Loewe=-1.69, Synergy_HSA=1.93. (3) Drug 1: CC1=CC2C(CCC3(C2CCC3(C(=O)C)OC(=O)C)C)C4(C1=CC(=O)CC4)C. Drug 2: C1CCC(C(C1)N)N.C(=O)(C(=O)[O-])[O-].[Pt+4]. Cell line: MALME-3M. Synergy scores: CSS=12.0, Synergy_ZIP=-3.80, Synergy_Bliss=0.718, Synergy_Loewe=-22.1, Synergy_HSA=-3.20. (4) Drug 1: CC12CCC3C(C1CCC2=O)CC(=C)C4=CC(=O)C=CC34C. Drug 2: CN(C)C1=NC(=NC(=N1)N(C)C)N(C)C. Cell line: OVCAR3. Synergy scores: CSS=27.1, Synergy_ZIP=1.20, Synergy_Bliss=-2.21, Synergy_Loewe=-36.7, Synergy_HSA=-4.25. (5) Drug 1: C1=CC(=CC=C1CCC2=CNC3=C2C(=O)NC(=N3)N)C(=O)NC(CCC(=O)O)C(=O)O. Drug 2: C1=CC(=C2C(=C1NCCNCCO)C(=O)C3=C(C=CC(=C3C2=O)O)O)NCCNCCO. Cell line: NCIH23. Synergy scores: CSS=53.6, Synergy_ZIP=-2.63, Synergy_Bliss=-2.38, Synergy_Loewe=-29.5, Synergy_HSA=-1.31. (6) Drug 1: CC12CCC3C(C1CCC2=O)CC(=C)C4=CC(=O)C=CC34C. Drug 2: C1=CC(=C2C(=C1NCCNCCO)C(=O)C3=C(C=CC(=C3C2=O)O)O)NCCNCCO. Cell line: T-47D. Synergy scores: CSS=40.3, Synergy_ZIP=-1.43, Synergy_Bliss=1.01, Synergy_Loewe=-2.56, Synergy_HSA=4.95. (7) Drug 1: C1CC(=O)NC(=O)C1N2CC3=C(C2=O)C=CC=C3N. Drug 2: C(CN)CNCCSP(=O)(O)O. Cell line: NCIH23. Synergy scores: CSS=3.62, Synergy_ZIP=-1.69, Synergy_Bliss=-0.519, Synergy_Loewe=1.02, Synergy_HSA=1.02. (8) Drug 1: CC1=C2C(C(=O)C3(C(CC4C(C3C(C(C2(C)C)(CC1OC(=O)C(C(C5=CC=CC=C5)NC(=O)C6=CC=CC=C6)O)O)OC(=O)C7=CC=CC=C7)(CO4)OC(=O)C)O)C)OC(=O)C. Drug 2: C1C(C(OC1N2C=NC3=C2NC=NCC3O)CO)O. Cell line: SR. Synergy scores: CSS=47.7, Synergy_ZIP=0.713, Synergy_Bliss=4.68, Synergy_Loewe=-20.4, Synergy_HSA=3.75. (9) Drug 1: CC1OCC2C(O1)C(C(C(O2)OC3C4COC(=O)C4C(C5=CC6=C(C=C35)OCO6)C7=CC(=C(C(=C7)OC)O)OC)O)O. Drug 2: C1=NC(=NC(=O)N1C2C(C(C(O2)CO)O)O)N. Cell line: CCRF-CEM. Synergy scores: CSS=53.7, Synergy_ZIP=-0.841, Synergy_Bliss=0.758, Synergy_Loewe=-7.46, Synergy_HSA=1.26.